From a dataset of Full USPTO retrosynthesis dataset with 1.9M reactions from patents (1976-2016). Predict the reactants needed to synthesize the given product. (1) Given the product [CH:32]1([CH2:31][O:30][C:22]2[CH:23]=[CH:24][C:25]([CH:27]([CH3:29])[CH3:28])=[CH:26][C:21]=2[C:20]2[C:15]3[NH:14][C:13]([CH3:35])=[C:12]([C:10]([NH:9][C@H:6]4[CH2:7][CH2:8][C@H:3]([NH:2][C:41](=[O:42])[C@@H:40]([OH:39])[CH3:44])[CH2:4][CH2:5]4)=[O:11])[C:16]=3[N:17]=[CH:18][N:19]=2)[CH2:33][CH2:34]1, predict the reactants needed to synthesize it. The reactants are: Cl.[NH2:2][C@H:3]1[CH2:8][CH2:7][C@H:6]([NH:9][C:10]([C:12]2[C:16]3[N:17]=[CH:18][N:19]=[C:20]([C:21]4[CH:26]=[C:25]([CH:27]([CH3:29])[CH3:28])[CH:24]=[CH:23][C:22]=4[O:30][CH2:31][CH:32]4[CH2:34][CH2:33]4)[C:15]=3[NH:14][C:13]=2[CH3:35])=[O:11])[CH2:5][CH2:4]1.C([O:39][C@@H:40]([CH3:44])[C:41](Cl)=[O:42])(=O)C. (2) Given the product [F:8][C:4]1[CH:5]=[CH:6][CH:7]=[C:2]([F:1])[C:3]=1[N:9]1[C:17]2[CH:16]=[CH:15][NH:14][C:13](=[O:18])[C:12]=2[C:11]([C:20]2[CH:21]=[C:22]([C:25]([O:27][CH3:28])=[O:26])[S:23][CH:24]=2)=[N:10]1, predict the reactants needed to synthesize it. The reactants are: [F:1][C:2]1[CH:7]=[CH:6][CH:5]=[C:4]([F:8])[C:3]=1[N:9]1[C:17]2[CH:16]=[CH:15][N:14]=[C:13]([O:18]C)[C:12]=2[C:11]([C:20]2[CH:21]=[C:22]([C:25]([O:27][CH3:28])=[O:26])[S:23][CH:24]=2)=[N:10]1.[I-].[Na+].Cl[Si](C)(C)C.C(=O)([O-])O.[Na+]. (3) Given the product [CH3:36][C:37]1([CH3:40])[CH2:38][O:39][C:32]2([CH2:31][CH2:30][CH:29]([N:3]3[C:2](=[O:1])[C:7]([CH2:8][C:9]4[CH:10]=[CH:11][C:12]([C:15]5[C:16]([C:21]#[N:22])=[CH:17][CH:18]=[CH:19][CH:20]=5)=[CH:13][CH:14]=4)=[C:6]([CH2:23][CH2:24][CH3:25])[N:5]4[N:26]=[CH:27][N:28]=[C:4]34)[CH2:34][CH2:33]2)[O:35]1, predict the reactants needed to synthesize it. The reactants are: [O:1]=[C:2]1[C:7]([CH2:8][C:9]2[CH:14]=[CH:13][C:12]([C:15]3[C:16]([C:21]#[N:22])=[CH:17][CH:18]=[CH:19][CH:20]=3)=[CH:11][CH:10]=2)=[C:6]([CH2:23][CH2:24][CH3:25])[N:5]2[N:26]=[CH:27][N:28]=[C:4]2[N:3]1[CH:29]1[CH2:34][CH2:33][C:32](=[O:35])[CH2:31][CH2:30]1.[CH3:36][C:37](O)([CH3:40])[CH2:38][OH:39].